From a dataset of Catalyst prediction with 721,799 reactions and 888 catalyst types from USPTO. Predict which catalyst facilitates the given reaction. Reactant: CN[C@@H]1CCCC[C@H]1NC.P([O-])([O-])([O-])=O.[K+].[K+].[K+].[NH:19]1[CH:23]=[N:22][CH:21]=[N:20]1.[Cl:24][C:25]1[CH:40]=[CH:39][C:28]([CH2:29][NH:30][C@@H:31]([C:33]2[CH:38]=[CH:37][CH:36]=[CH:35][CH:34]=2)[CH3:32])=[CH:27][C:26]=1I. Product: [Cl:24][C:25]1[CH:26]=[CH:27][C:28]([CH2:29][NH:30][C@@H:31]([C:33]2[CH:34]=[CH:35][CH:36]=[CH:37][CH:38]=2)[CH3:32])=[CH:39][C:40]=1[N:19]1[CH:23]=[N:22][CH:21]=[N:20]1. The catalyst class is: 471.